This data is from Full USPTO retrosynthesis dataset with 1.9M reactions from patents (1976-2016). The task is: Predict the reactants needed to synthesize the given product. (1) Given the product [Br:21][C:19]1[CH:18]=[CH:17][C:14]2[C:15]3[N:16]=[C:7]([C:5]4[N:39]([CH:36]5[CH2:37][CH2:38][NH:33][CH2:34][CH2:35]5)[N:2]=[CH:3][N:4]=4)[S:8][C:9]=3[CH2:10][CH2:11][O:12][C:13]=2[CH:20]=1, predict the reactants needed to synthesize it. The reactants are: C[N:2](C)/[CH:3]=[N:4]\[C:5]([C:7]1[S:8][C:9]2[CH2:10][CH2:11][O:12][C:13]3[CH:20]=[C:19]([Br:21])[CH:18]=[CH:17][C:14]=3[C:15]=2[N:16]=1)=O.C(OC([N:33]1[CH2:38][CH2:37][CH:36]([NH:39]N)[CH2:35][CH2:34]1)=O)C1C=CC=CC=1. (2) Given the product [C:12]([O:11][C:9]([N:8]1[CH2:31][CH2:30][CH2:29][CH2:28][CH:27]1[CH2:32][CH2:33][CH2:34][C:35]([O:37][CH3:38])=[O:36])=[O:10])([CH3:13])([CH3:14])[CH3:18], predict the reactants needed to synthesize it. The reactants are: [CH3:13][CH:12]([O:11][C:9](/[N:8]=[N:8]/[C:9]([O:11][CH:12]([CH3:14])[CH3:13])=[O:10])=[O:10])[CH3:14].[N+]([C:18]1C=CC=CC=1O)([O-])=O.Cl.N1[CH2:31][CH2:30][CH2:29][CH2:28][CH:27]1[CH2:32][CH2:33][CH2:34][C:35]([O:37][CH3:38])=[O:36].C1C=CC(P(C2C=CC=CC=2)C2C=CC=CC=2)=CC=1. (3) Given the product [C:46]([O:45][C:43](=[O:44])[NH:22][S:19]([C:16]1[CH:15]=[CH:14][C:13]([N:12]2[C:8]([C:5]3[CH:6]=[CH:7][C:2]([CH3:1])=[CH:3][CH:4]=3)=[CH:9][C:10]([C:23]([F:24])([F:26])[F:25])=[N:11]2)=[CH:18][CH:17]=1)(=[O:21])=[O:20])([CH3:49])([CH3:48])[CH3:47], predict the reactants needed to synthesize it. The reactants are: [CH3:1][C:2]1[CH:7]=[CH:6][C:5]([C:8]2[N:12]([C:13]3[CH:18]=[CH:17][C:16]([S:19]([NH2:22])(=[O:21])=[O:20])=[CH:15][CH:14]=3)[N:11]=[C:10]([C:23]([F:26])([F:25])[F:24])[CH:9]=2)=[CH:4][CH:3]=1.CN(C1C=CC=CN=1)C.C(N(CC)CC)C.[C:43](O[C:43]([O:45][C:46]([CH3:49])([CH3:48])[CH3:47])=[O:44])([O:45][C:46]([CH3:49])([CH3:48])[CH3:47])=[O:44].